From a dataset of Full USPTO retrosynthesis dataset with 1.9M reactions from patents (1976-2016). Predict the reactants needed to synthesize the given product. (1) Given the product [CH2:6]([O:5][C:3](=[O:4])[CH:2]([O:1][C:23](=[O:25])[CH3:24])[P:8]([O:12][CH2:13][CH3:14])([O:9][CH2:10][CH3:11])=[O:15])[CH3:7], predict the reactants needed to synthesize it. The reactants are: [O:1]=[CH:2][C:3]([O:5][CH2:6][CH3:7])=[O:4].[P:8]([OH:15])([O:12][CH2:13][CH3:14])[O:9][CH2:10][CH3:11].CCN(CC)CC.[C:23](OC(=O)C)(=[O:25])[CH3:24].Cl. (2) Given the product [CH3:9][O:10][N:11]([CH3:34])[C:12](=[O:33])/[CH:13]=[CH:7]/[C:4]1[CH:3]=[C:2]([CH3:1])[O:6][CH:5]=1, predict the reactants needed to synthesize it. The reactants are: [CH3:1][C:2]1[O:6][CH:5]=[C:4]([CH:7]=O)[CH:3]=1.[CH3:9][O:10][N:11]([CH3:34])[C:12](=[O:33])[CH:13]=P(C1C=CC=CC=1)(C1C=CC=CC=1)C1C=CC=CC=1. (3) Given the product [NH:13]1[CH2:21][CH2:20][CH2:19][C@H:15]([C:16]([OH:18])=[O:17])[CH2:14]1, predict the reactants needed to synthesize it. The reactants are: CS(O)(=O)=O.C(OC([N:13]1[CH2:21][CH2:20][CH2:19][C@H:15]([C:16]([OH:18])=[O:17])[CH2:14]1)=O)(C)(C)C.C(N(CC)CC)C. (4) Given the product [CH3:39][N:35]1[C:36]2[C:32](=[CH:31][C:30]([C:28]3[S:29][C:25]([C:9]4[CH:10]=[C:11]([NH:15][C:16](=[O:22])[O:17][C:18]([CH3:19])([CH3:20])[CH3:21])[CH:12]=[N:13][CH:14]=4)=[CH:26][CH:27]=3)=[CH:38][CH:37]=2)[CH2:33][C:34]1=[O:40], predict the reactants needed to synthesize it. The reactants are: CC1(C)C(C)(C)OB([C:9]2[CH:10]=[C:11]([NH:15][C:16](=[O:22])[O:17][C:18]([CH3:21])([CH3:20])[CH3:19])[CH:12]=[N:13][CH:14]=2)O1.I[C:25]1[S:29][C:28]([C:30]2[CH:31]=[C:32]3[C:36](=[CH:37][CH:38]=2)[N:35]([CH3:39])[C:34](=[O:40])[CH2:33]3)=[CH:27][CH:26]=1. (5) The reactants are: [CH3:1][O:2][C:3](=[O:24])[C:4]1[CH:9]=[C:8]([N:10]2[CH2:15][CH2:14][O:13][CH2:12][CH2:11]2)[CH:7]=[CH:6][C:5]=1[O:16][Si](C(C)(C)C)(C)C.[F-].C([N+](CCCC)(CCCC)CCCC)CCC. Given the product [CH3:1][O:2][C:3](=[O:24])[C:4]1[CH:9]=[C:8]([N:10]2[CH2:11][CH2:12][O:13][CH2:14][CH2:15]2)[CH:7]=[CH:6][C:5]=1[OH:16], predict the reactants needed to synthesize it.